From a dataset of Catalyst prediction with 721,799 reactions and 888 catalyst types from USPTO. Predict which catalyst facilitates the given reaction. (1) Reactant: [N+:1]([C:4]1[CH:5]=[CH:6][C:7]([NH2:10])=[N:8][CH:9]=1)([O-:3])=[O:2].[C:11](O[C:11]([O:13][C:14]([CH3:17])([CH3:16])[CH3:15])=[O:12])([O:13][C:14]([CH3:17])([CH3:16])[CH3:15])=[O:12].CCOC(C)=O. Product: [N+:1]([C:4]1[CH:5]=[CH:6][C:7]([NH:10][C:11](=[O:12])[O:13][C:14]([CH3:17])([CH3:16])[CH3:15])=[N:8][CH:9]=1)([O-:3])=[O:2]. The catalyst class is: 143. (2) Reactant: [CH2:1]([NH:8][C:9]([C:11]1[S:15][C:14]([N:16]2[CH:21]=[CH:20][C:19]([OH:22])=[CH:18][C:17]2=[O:23])=[N:13][C:12]=1[CH3:24])=[O:10])[C:2]1[CH:7]=[CH:6][CH:5]=[CH:4][CH:3]=1.FC(F)(F)S(O[C:31]1[CH:36]=[CH:35][CH:34]=[CH:33][C:32]=1[Si](C)(C)C)(=O)=O.[F-].[Cs+].C(OCC)(=O)C. Product: [CH2:1]([NH:8][C:9]([C:11]1[S:15][C:14]([N:16]2[CH:21]=[CH:20][C:19]([O:22][C:31]3[CH:36]=[CH:35][CH:34]=[CH:33][CH:32]=3)=[CH:18][C:17]2=[O:23])=[N:13][C:12]=1[CH3:24])=[O:10])[C:2]1[CH:7]=[CH:6][CH:5]=[CH:4][CH:3]=1. The catalyst class is: 10. (3) Reactant: [CH3:1][O:2][C:3]1[CH:4]=[C:5]([CH:26]=[CH:27][CH:28]=1)[C:6]([NH:8][C@H:9]1[CH2:14][CH2:13][C@@H:12]([NH:15][C:16]2[CH:25]=[CH:24][C:23]3[C:18](=[CH:19][CH:20]=[CH:21][CH:22]=3)[N:17]=2)[CH2:11][CH2:10]1)=[O:7].[S:29]([OH:33])([CH3:32])(=[O:31])=[O:30]. Product: [CH3:32][S:29]([OH:33])(=[O:31])=[O:30].[CH3:1][O:2][C:3]1[CH:4]=[C:5]([CH:26]=[CH:27][CH:28]=1)[C:6]([NH:8][C@H:9]1[CH2:14][CH2:13][C@@H:12]([NH:15][C:16]2[CH:25]=[CH:24][C:23]3[C:18](=[CH:19][CH:20]=[CH:21][CH:22]=3)[N:17]=2)[CH2:11][CH2:10]1)=[O:7]. The catalyst class is: 14. (4) Reactant: [N-:1]=[N+:2]=[N-:3].[Na+].[CH2:5]([Sn:13](Cl)([CH2:22][CH2:23][CH2:24][CH2:25][CH2:26][CH2:27][CH2:28][CH3:29])[CH2:14][CH2:15][CH2:16][CH2:17][CH2:18][CH2:19][CH2:20][CH3:21])[CH2:6][CH2:7][CH2:8][CH2:9][CH2:10][CH2:11][CH3:12]. Product: [CH2:22]([Sn:13]([N:1]=[N+:2]=[N-:3])([CH2:5][CH2:6][CH2:7][CH2:8][CH2:9][CH2:10][CH2:11][CH3:12])[CH2:14][CH2:15][CH2:16][CH2:17][CH2:18][CH2:19][CH2:20][CH3:21])[CH2:23][CH2:24][CH2:25][CH2:26][CH2:27][CH2:28][CH3:29]. The catalyst class is: 6. (5) Reactant: [NH:1]1[CH2:6][CH2:5][CH2:4][CH:3]([C:7]#[N:8])[CH2:2]1.[F:9][C:10]([F:15])([F:14])[C@@H:11]1[CH2:13][O:12]1. Product: [F:9][C:10]([F:15])([F:14])[CH:11]([OH:12])[CH2:13][N:1]1[CH2:6][CH2:5][CH2:4][CH:3]([C:7]#[N:8])[CH2:2]1. The catalyst class is: 4. (6) Reactant: C[O:2][C:3](=[O:38])[C:4]1[CH:9]=[C:8]([C:10](=[O:26])[C:11]2[CH:16]=[CH:15][C:14]([N:17]([C:19]3[CH:24]=[CH:23][C:22]([Cl:25])=[CH:21][CH:20]=3)[CH3:18])=[CH:13][N:12]=2)[CH:7]=[CH:6][C:5]=1[C:27](=[O:37])[C:28]1[CH:33]=[CH:32][CH:31]=[C:30]([CH:34]([Cl:36])[Cl:35])[CH:29]=1.CCO.[OH-].[Na+].Cl. Product: [Cl:25][C:22]1[CH:21]=[CH:20][C:19]([N:17]([CH3:18])[C:14]2[CH:15]=[CH:16][C:11]([C:10]([C:8]3[CH:7]=[CH:6][C:5]([C:27](=[O:37])[C:28]4[CH:33]=[CH:32][CH:31]=[C:30]([CH:34]([Cl:35])[Cl:36])[CH:29]=4)=[C:4]([CH:9]=3)[C:3]([OH:38])=[O:2])=[O:26])=[N:12][CH:13]=2)=[CH:24][CH:23]=1. The catalyst class is: 6. (7) Reactant: F[C:2]1[CH:9]=[CH:8][C:7]([C:10]2[CH2:11][C:12]([C:19]3[CH:24]=[C:23]([Cl:25])[C:22]([Cl:26])=[C:21]([Cl:27])[CH:20]=3)([C:15]([F:18])([F:17])[F:16])[CH2:13][N:14]=2)=[CH:6][C:3]=1[C:4]#[N:5].C(=O)(O)O.[K].[K].[NH:34]1[CH:38]=[N:37][CH:36]=[N:35]1. Product: [N:34]1([C:2]2[CH:9]=[CH:8][C:7]([C:10]3[CH2:11][C:12]([C:19]4[CH:20]=[C:21]([Cl:27])[C:22]([Cl:26])=[C:23]([Cl:25])[CH:24]=4)([C:15]([F:18])([F:17])[F:16])[CH2:13][N:14]=3)=[CH:6][C:3]=2[C:4]#[N:5])[CH:38]=[N:37][CH:36]=[N:35]1. The catalyst class is: 6. (8) Reactant: [CH2:1]([O:8][C:9]1[CH:14]=[CH:13][C:12]([C:15]2[N:20]=[CH:19][N:18]=[C:17]([N:21]([O:33][Si](C(C)(C)C)(C)C)[C:22](=[O:32])[C@H:23]([CH2:25][C:26]3[CH:31]=[CH:30][CH:29]=[CH:28][CH:27]=3)[NH2:24])[CH:16]=2)=[CH:11][CH:10]=1)[C:2]1[CH:7]=[CH:6][CH:5]=[CH:4][CH:3]=1.[F-].C([N+](CCCC)(CCCC)CCCC)CCC. Product: [CH2:1]([O:8][C:9]1[CH:10]=[CH:11][C:12]([C:15]2[N:20]=[CH:19][N:18]=[C:17]([N:21]([OH:33])[C:22](=[O:32])[C@H:23]([CH2:25][C:26]3[CH:27]=[CH:28][CH:29]=[CH:30][CH:31]=3)[NH2:24])[CH:16]=2)=[CH:13][CH:14]=1)[C:2]1[CH:7]=[CH:6][CH:5]=[CH:4][CH:3]=1. The catalyst class is: 1. (9) Reactant: [F:1][C:2]([F:22])([F:21])[C:3]1[CH:8]=[CH:7][C:6]([NH:9][C:10]2[N:20]=[C:13]3[CH:14]=[CH:15][CH:16]=[C:17](CO)[N:12]3[N:11]=2)=[CH:5][CH:4]=1.C([Li])CCC.C[O:29][C:30]1[CH:31]=[C:32]([CH:35]=[CH:36][N:37]=1)[CH:33]=O. Product: [F:21][C:2]([F:1])([F:22])[C:3]1[CH:8]=[CH:7][C:6]([NH:9][C:10]2[N:20]=[C:13]3[CH:14]=[CH:15][CH:16]=[C:17]([CH2:33][C:32]4[CH:35]=[CH:36][NH:37][C:30](=[O:29])[CH:31]=4)[N:12]3[N:11]=2)=[CH:5][CH:4]=1. The catalyst class is: 7. (10) Reactant: [Cl:1][C:2]1[CH:10]=[CH:9][C:8]2[NH:7][C:6]3[CH2:11][CH2:12][N:13]([CH3:16])[CH2:14][CH2:15][C:5]=3[C:4]=2[CH:3]=1.Br[CH:18]=[C:19]([C:21]1[CH:26]=[CH:25][CH:24]=[CH:23][C:22]=1[F:27])[CH3:20].N1CCC[C@H]1C(O)=O.[O-]P([O-])([O-])=O.[K+].[K+].[K+]. Product: [Cl:1][C:2]1[CH:10]=[CH:9][C:8]2[N:7](/[CH:18]=[C:19](/[C:21]3[CH:26]=[CH:25][CH:24]=[CH:23][C:22]=3[F:27])\[CH3:20])[C:6]3[CH2:11][CH2:12][N:13]([CH3:16])[CH2:14][CH2:15][C:5]=3[C:4]=2[CH:3]=1. The catalyst class is: 122.